This data is from Catalyst prediction with 721,799 reactions and 888 catalyst types from USPTO. The task is: Predict which catalyst facilitates the given reaction. (1) Product: [I:28][C:5]1[CH:7]=[C:8]([C:11]([F:14])([F:13])[F:12])[CH:9]=[CH:10][C:4]=1[C:3]([F:16])([F:15])[F:2]. The catalyst class is: 6. Reactant: Cl.[F:2][C:3]([F:16])([F:15])[C:4]1[CH:10]=[CH:9][C:8]([C:11]([F:14])([F:13])[F:12])=[CH:7][C:5]=1N.N([O-])=O.[Na+].NC1C=CC=CC=1.[I-:28].[K+]. (2) Reactant: [Cl:1][C:2]1[CH:7]=[CH:6][CH:5]=[C:4]([Cl:8])[C:3]=1[CH2:9][CH2:10][C:11]1[C:15]([CH2:16][OH:17])=[C:14]([CH:18]([CH3:20])[CH3:19])[O:13][N:12]=1.O[C:22]1[CH:27]=[CH:26][C:25]([C:28]2[CH:29]=[C:30]3[C:35](=[CH:36][CH:37]=2)[C:34]([C:38]([O:40][CH2:41][CH3:42])=[O:39])=[CH:33][CH:32]=[CH:31]3)=[CH:24][CH:23]=1.C1(P(C2C=CC=CC=2)C2C=CC=CC=2)C=CC=CC=1.N(C(OC(C)C)=O)=NC(OC(C)C)=O. Product: [Cl:1][C:2]1[CH:7]=[CH:6][CH:5]=[C:4]([Cl:8])[C:3]=1[CH2:9][CH2:10][C:11]1[C:15]([CH2:16][O:17][C:22]2[CH:23]=[CH:24][C:25]([C:28]3[CH:29]=[C:30]4[C:35](=[CH:36][CH:37]=3)[C:34]([C:38]([O:40][CH2:41][CH3:42])=[O:39])=[CH:33][CH:32]=[CH:31]4)=[CH:26][CH:27]=2)=[C:14]([CH:18]([CH3:20])[CH3:19])[O:13][N:12]=1. The catalyst class is: 11. (3) Reactant: CC1C=CC(S(O[CH2:12][CH:13]2[CH2:22][CH2:21][C:20]3[C:15](=[CH:16][C:17]([S:23]([CH3:26])(=[O:25])=[O:24])=[CH:18][CH:19]=3)[O:14]2)(=O)=O)=CC=1.[CH3:27][NH:28][CH2:29][CH3:30].CC(C)(C)CNC[C@@H]1OC2C=C(S(C)(=O)=O)C=CC=2OC1. Product: [CH3:27][N:28]([CH2:12][CH:13]1[CH2:22][CH2:21][C:20]2[C:15](=[CH:16][C:17]([S:23]([CH3:26])(=[O:24])=[O:25])=[CH:18][CH:19]=2)[O:14]1)[CH2:29][CH3:30]. The catalyst class is: 10. (4) Reactant: C([NH:9][C:10]([NH:12][C:13]1[C:18]([O:19][CH2:20][C:21]2[CH:26]=[CH:25][CH:24]=[CH:23][CH:22]=2)=[CH:17][C:16]([Br:27])=[CH:15][N:14]=1)=[S:11])(=O)C1C=CC=CC=1.[OH-].[Na+]. Product: [CH2:20]([O:19][C:18]1[C:13]([NH:12][C:10]([NH2:9])=[S:11])=[N:14][CH:15]=[C:16]([Br:27])[CH:17]=1)[C:21]1[CH:26]=[CH:25][CH:24]=[CH:23][CH:22]=1. The catalyst class is: 6. (5) Reactant: [NH2:1][NH2:2].Cl[C:4]1[CH:9]=[C:8]([O:10][CH2:11][CH2:12][O:13][CH3:14])[CH:7]=[CH:6][N:5]=1. Product: [NH:1]([C:4]1[CH:9]=[C:8]([O:10][CH2:11][CH2:12][O:13][CH3:14])[CH:7]=[CH:6][N:5]=1)[NH2:2]. The catalyst class is: 17.